From a dataset of Reaction yield outcomes from USPTO patents with 853,638 reactions. Predict the reaction yield, written as a fraction of the theoretical maximum amount of product (1.0 means a 100% yield; for example, 0.34 means a 34% yield). The product is [CH:1]([C:4]1[CH:5]=[CH:6][C:7]([CH:10]2[C:14]3[C:15]([CH3:34])=[C:16]([NH:21][C:22]([C:24]4[CH:25]=[CH:26][C:27]([C:28]([OH:30])=[O:29])=[CH:32][CH:33]=4)=[O:23])[C:17]([CH3:20])=[C:18]([CH3:19])[C:13]=3[O:12][C:11]2([CH3:36])[CH3:35])=[CH:8][CH:9]=1)([CH3:3])[CH3:2]. The yield is 0.600. The reactants are [CH:1]([C:4]1[CH:9]=[CH:8][C:7]([CH:10]2[C:14]3[C:15]([CH3:34])=[C:16]([NH:21][C:22]([C:24]4[CH:33]=[CH:32][C:27]([C:28]([O:30]C)=[O:29])=[CH:26][CH:25]=4)=[O:23])[C:17]([CH3:20])=[C:18]([CH3:19])[C:13]=3[O:12][C:11]2([CH3:36])[CH3:35])=[CH:6][CH:5]=1)([CH3:3])[CH3:2].O1CCCC1.[OH-].[Na+]. The catalyst is CO.